From a dataset of Forward reaction prediction with 1.9M reactions from USPTO patents (1976-2016). Predict the product of the given reaction. (1) Given the reactants [CH3:1][O:2][C:3]1[CH:8]=[CH:7][CH:6]=[C:5]([NH2:9])[CH:4]=1.[C:10]1([CH:16]([C:22](OCC)=[O:23])[C:17](OCC)=[O:18])[CH:15]=[CH:14][CH:13]=[CH:12][CH:11]=1, predict the reaction product. The product is: [C:10]1([C:16]2[C:17](=[O:18])[NH:9][C:5]3[C:6]([C:22]=2[OH:23])=[CH:7][CH:8]=[C:3]([O:2][CH3:1])[CH:4]=3)[CH:15]=[CH:14][CH:13]=[CH:12][CH:11]=1. (2) The product is: [I-:1].[I-:1].[I-:1].[CH2:30]([N:31]([C:15]1[C:16]2[NH2+:17][C:18]3[C:9](=[CH:8][CH:7]=[CH:6][CH:5]=3)[S:10][C:11]=2[CH:12]=[CH:13][CH:14]=1)[CH2:32][CH2:23][CH2:22][CH3:21])[CH2:29][CH2:28][CH3:27].[CH2:58]([N:59]([C:43]1[C:44]2[NH2+:45][C:46]3[C:37](=[CH:36][CH:35]=[CH:34][CH:33]=3)[S:38][C:39]=2[CH:40]=[CH:41][CH:42]=1)[CH2:60][CH2:51][CH2:50][CH3:49])[CH2:57][CH2:56][CH3:55].[CH2:61]([N:65]([C:80]1[C:81]2[NH2+:82][C:83]3[C:74](=[CH:73][CH:72]=[CH:71][CH:70]=3)[S:75][C:76]=2[CH:77]=[CH:78][CH:79]=1)[CH2:66][CH2:67][CH2:68][CH3:69])[CH2:62][CH2:63][CH3:64]. Given the reactants [I-:1].[I-].[I-].[I-].[CH:5]1[C:18]2[NH2+:17][C:16]3[C:11](=[CH:12][CH:13]=[CH:14][CH:15]=3)[S:10][C:9]=2[CH:8]=[CH:7][CH:6]=1.C1[C:32]2[NH2+:31][C:30]3C(=C[CH:27]=[CH:28][CH:29]=3)S[C:23]=2[CH:22]=[CH:21]C=1.[CH:33]1[C:46]2[NH2+:45][C:44]3[C:39](=[CH:40][CH:41]=[CH:42][CH:43]=3)[S:38][C:37]=2[CH:36]=[CH:35][CH:34]=1.C1[C:60]2[NH2+:59][C:58]3C(=C[CH:55]=[CH:56][CH:57]=3)S[C:51]=2[CH:50]=[CH:49]C=1.[CH2:61]([NH:65][CH2:66][CH2:67][CH2:68][CH3:69])[CH2:62][CH2:63][CH3:64].[CH:70]1[C:83]2[NH2+:82][C:81]3[C:76](=[CH:77][CH:78]=[CH:79][CH:80]=3)[S:75][C:74]=2[CH:73]=[CH:72][CH:71]=1.C(Cl)Cl.CO, predict the reaction product. (3) Given the reactants C(N(CC)CC)C.[NH:8]1[CH2:13][CH2:12][CH:11]([NH:14][C:15]([NH:17][C:18]2[CH:23]=[CH:22][CH:21]=[C:20]([C:24]([F:27])([F:26])[F:25])[CH:19]=2)=[O:16])[CH2:10][CH2:9]1.[Cl:28][C:29]1[CH:34]=[CH:33][C:32]([S:35](Cl)(=[O:37])=[O:36])=[CH:31][CH:30]=1.O, predict the reaction product. The product is: [Cl:28][C:29]1[CH:34]=[CH:33][C:32]([S:35]([N:8]2[CH2:13][CH2:12][CH:11]([NH:14][C:15]([NH:17][C:18]3[CH:23]=[CH:22][CH:21]=[C:20]([C:24]([F:25])([F:26])[F:27])[CH:19]=3)=[O:16])[CH2:10][CH2:9]2)(=[O:37])=[O:36])=[CH:31][CH:30]=1. (4) Given the reactants [Br:1][C:2]1[CH:3]=[CH:4][C:5]([CH3:13])=[C:6]([CH:12]=1)[C:7]([O:9][CH2:10][CH3:11])=[O:8].[Br:14]N1C(=O)CCC1=O.C(OOC(=O)C1C=CC=CC=1)(=O)C1C=CC=CC=1, predict the reaction product. The product is: [Br:1][C:2]1[CH:3]=[CH:4][C:5]([CH2:13][Br:14])=[C:6]([CH:12]=1)[C:7]([O:9][CH2:10][CH3:11])=[O:8]. (5) Given the reactants [F:1][C:2]1[C:9]([O:10][C:11]2[C:16](=[O:17])[NH:15][CH:14]=[N:13][C:12]=2[C:18]([F:21])([F:20])[F:19])=[CH:8][CH:7]=[CH:6][C:3]=1[C:4]#[N:5].Cl[CH2:23][C:24]1[CH:25]=[C:26]([C:40]2[CH:45]=[CH:44][C:43]([F:46])=[CH:42][CH:41]=2)[C:27](=[O:39])[N:28]([CH2:30][C:31]2[CH:36]=[CH:35][C:34]([O:37][CH3:38])=[CH:33][CH:32]=2)[N:29]=1.[Li+].[Br-].C(=O)([O-])[O-].[K+].[K+], predict the reaction product. The product is: [F:1][C:2]1[C:9]([O:10][C:11]2[C:16](=[O:17])[N:15]([CH2:23][C:24]3[CH:25]=[C:26]([C:40]4[CH:41]=[CH:42][C:43]([F:46])=[CH:44][CH:45]=4)[C:27](=[O:39])[N:28]([CH2:30][C:31]4[CH:32]=[CH:33][C:34]([O:37][CH3:38])=[CH:35][CH:36]=4)[N:29]=3)[CH:14]=[N:13][C:12]=2[C:18]([F:19])([F:21])[F:20])=[CH:8][CH:7]=[CH:6][C:3]=1[C:4]#[N:5].